From a dataset of Catalyst prediction with 721,799 reactions and 888 catalyst types from USPTO. Predict which catalyst facilitates the given reaction. (1) Reactant: [Cl:1][C:2]1[C:7]2[CH2:8][CH2:9][NH:10][C:6]=2[CH:5]=[CH:4][N:3]=1.CCN(CC)CC.[N:18]([C:21](Cl)=[O:22])([CH3:20])[CH3:19]. Product: [Cl:1][C:2]1[C:7]2[CH2:8][CH2:9][N:10]([C:21]([N:18]([CH3:20])[CH3:19])=[O:22])[C:6]=2[CH:5]=[CH:4][N:3]=1. The catalyst class is: 34. (2) Reactant: [H-].[Al+3].[Li+].[H-].[H-].[H-].C1COCC1.[Cl:12][C:13]1[CH:36]=[CH:35][C:16]([O:17][CH2:18][C:19]([N:21]2[CH2:26][CH2:25][N:24]([CH2:27][C:28]3[CH:33]=[CH:32][C:31]([F:34])=[CH:30][CH:29]=3)[CH2:23][CH2:22]2)=O)=[CH:15][CH:14]=1.[OH-].[Na+]. Product: [Cl:12][C:13]1[CH:14]=[CH:15][C:16]([O:17][CH2:18][CH2:19][N:21]2[CH2:26][CH2:25][N:24]([CH2:27][C:28]3[CH:33]=[CH:32][C:31]([F:34])=[CH:30][CH:29]=3)[CH2:23][CH2:22]2)=[CH:35][CH:36]=1. The catalyst class is: 6. (3) Reactant: Br[C:2]1[CH:7]=[CH:6][C:5]([S:8]([NH:11][CH2:12][CH:13]2[CH2:15][CH2:14]2)(=[O:10])=[O:9])=[C:4]([F:16])[CH:3]=1.[C:17]([C:19]1[N:23]([CH3:24])[C:22](B(O)O)=[CH:21][CH:20]=1)#[N:18].[F-].[K+].C(P(C(C)(C)C)C(C)(C)C)(C)(C)C. Product: [C:17]([C:19]1[N:23]([CH3:24])[C:22]([C:2]2[CH:7]=[CH:6][C:5]([S:8]([NH:11][CH2:12][CH:13]3[CH2:15][CH2:14]3)(=[O:10])=[O:9])=[C:4]([F:16])[CH:3]=2)=[CH:21][CH:20]=1)#[N:18]. The catalyst class is: 110. (4) Reactant: [Cl:1][C:2]1[CH:7]=[C:6]([N:8]2[CH2:13][CH2:12][CH:11]([NH:14]C(=O)OC(C)(C)C)[CH2:10][CH2:9]2)[CH:5]=[CH:4][N:3]=1.[ClH:22]. Product: [ClH:1].[ClH:22].[Cl:1][C:2]1[CH:7]=[C:6]([N:8]2[CH2:13][CH2:12][CH:11]([NH2:14])[CH2:10][CH2:9]2)[CH:5]=[CH:4][N:3]=1. The catalyst class is: 4. (5) Reactant: [CH2:1]([C:3]1[S:43][C:6]2[N:7]([CH2:24][C:25]3[CH:30]=[CH:29][C:28]([C:31]4[CH:36]=[CH:35][CH:34]=[CH:33][C:32]=4[C:37]4[NH:41][C:40](=[O:42])[O:39][N:38]=4)=[CH:27][CH:26]=3)[C:8](=[O:23])[N:9]([CH2:12][C:13]([C:15]3[CH:20]=[CH:19][C:18]([O:21][CH3:22])=[CH:17][CH:16]=3)=[O:14])[C:10](=[O:11])[C:5]=2[CH:4]=1)[CH3:2].[BH4-].[Na+]. Product: [CH2:1]([C:3]1[S:43][C:6]2[N:7]([CH2:24][C:25]3[CH:30]=[CH:29][C:28]([C:31]4[CH:36]=[CH:35][CH:34]=[CH:33][C:32]=4[C:37]4[NH:41][C:40](=[O:42])[O:39][N:38]=4)=[CH:27][CH:26]=3)[C:8](=[O:23])[N:9]([CH2:12][CH:13]([OH:14])[C:15]3[CH:20]=[CH:19][C:18]([O:21][CH3:22])=[CH:17][CH:16]=3)[C:10](=[O:11])[C:5]=2[CH:4]=1)[CH3:2]. The catalyst class is: 5. (6) Reactant: [CH3:1][O:2][C:3]1[C:8]([N+:9]([O-:11])=[O:10])=[CH:7][CH:6]=[CH:5][C:4]=1B1OC(C)(C)C(C)(C)O1.Br[C:22]1[O:26][C:25]([C:27]([OH:29])=[O:28])=[CH:24][CH:23]=1.C(=O)([O-])[O-].[Na+].[Na+]. Product: [CH3:1][O:2][C:3]1[C:8]([N+:9]([O-:11])=[O:10])=[CH:7][CH:6]=[CH:5][C:4]=1[C:22]1[O:26][C:25]([C:27]([OH:29])=[O:28])=[CH:24][CH:23]=1. The catalyst class is: 70. (7) Reactant: C(OC(=O)[NH:7][C:8]1[C:12]([F:13])=[C:11]([C:14]([CH3:17])([CH3:16])[CH3:15])[O:10][N:9]=1)(C)(C)C.C(=O)(O)[O-].[Na+]. Product: [C:14]([C:11]1[O:10][N:9]=[C:8]([NH2:7])[C:12]=1[F:13])([CH3:17])([CH3:15])[CH3:16]. The catalyst class is: 393. (8) The catalyst class is: 136. Reactant: [CH3:1][C:2]1[C:10]2[C:9]([CH2:11][N:12]3[C:16]4[CH:17]=[CH:18][CH:19]=[CH:20][C:15]=4[N:14]([CH:21]([CH2:35][CH2:36][CH3:37])[CH2:22][C:23]([NH:25][S:26]([C:29]4[CH:34]=[CH:33][CH:32]=[CH:31][CH:30]=4)(=[O:28])=[O:27])=[O:24])[C:13]3=[O:38])=[CH:8][S:7][C:6]=2[CH:5]=[CH:4][CH:3]=1.IC.[C:41](=O)([O-])[O-].[Cs+].[Cs+].[NH4+].[Cl-]. Product: [CH3:41][N:25]([C:23](=[O:24])[CH2:22][CH:21]([N:14]1[C:15]2[CH:20]=[CH:19][CH:18]=[CH:17][C:16]=2[N:12]([CH2:11][C:9]2[C:10]3[C:2]([CH3:1])=[CH:3][CH:4]=[CH:5][C:6]=3[S:7][CH:8]=2)[C:13]1=[O:38])[CH2:35][CH2:36][CH3:37])[S:26]([C:29]1[CH:34]=[CH:33][CH:32]=[CH:31][CH:30]=1)(=[O:28])=[O:27].